Dataset: Catalyst prediction with 721,799 reactions and 888 catalyst types from USPTO. Task: Predict which catalyst facilitates the given reaction. (1) Reactant: [NH:1]1[C:5]2[CH:6]=[CH:7][C:8]([NH2:10])=[CH:9][C:4]=2[N:3]=[CH:2]1.[CH3:11][CH:12]1[CH:17]=[C:16]([CH3:18])[CH2:15][CH2:14][CH:13]1[CH:19]=O.[O:21]([C:23]#[N:24])[K].Cl.N1C=CC=CC=1.[N+:32]([CH:34]([CH3:36])[CH3:35])#[C-:33]. Product: [NH:1]1[C:5]2[CH:6]=[CH:7][C:8]([N:10]3[CH:19]([CH:13]4[CH2:14][CH2:15][C:16]([CH3:18])=[CH:17][CH:12]4[CH3:11])[C:33](=[N:32][CH:34]([CH3:36])[CH3:35])[NH:24][C:23]3=[O:21])=[CH:9][C:4]=2[N:3]=[CH:2]1. The catalyst class is: 5. (2) Reactant: [Cl:1][C:2]1[C:3]([O:12][C:13]2[CH:18]=[C:17]([OH:19])[CH:16]=[CH:15][C:14]=2[CH2:20][CH2:21][C:22]([O:24][CH2:25][CH3:26])=[O:23])=[N:4][CH:5]=[C:6]([C:8]([F:11])([F:10])[F:9])[CH:7]=1.Br[CH2:28][CH2:29][CH2:30][O:31][CH3:32].C(=O)([O-])[O-].[K+].[K+].[I-].[Na+]. Product: [Cl:1][C:2]1[C:3]([O:12][C:13]2[CH:18]=[C:17]([O:19][CH2:28][CH2:29][CH2:30][O:31][CH3:32])[CH:16]=[CH:15][C:14]=2[CH2:20][CH2:21][C:22]([O:24][CH2:25][CH3:26])=[O:23])=[N:4][CH:5]=[C:6]([C:8]([F:9])([F:11])[F:10])[CH:7]=1. The catalyst class is: 35.